Dataset: Forward reaction prediction with 1.9M reactions from USPTO patents (1976-2016). Task: Predict the product of the given reaction. Given the reactants [CH3:1][N:2]([CH:10]1[CH2:15][CH2:14][CH2:13][CH:12]([C:16]2[C:24]3[C:19](=[CH:20][CH:21]=[C:22]([NH:25][C:26]([C:28]4[S:29][CH:30]=[CH:31][CH:32]=4)=[NH:27])[CH:23]=3)[NH:18][CH:17]=2)[CH2:11]1)C(=O)OC(C)(C)C.C(O)(C(F)(F)F)=O.[NH4+].[OH-], predict the reaction product. The product is: [CH3:1][NH:2][CH:10]1[CH2:15][CH2:14][CH2:13][CH:12]([C:16]2[C:24]3[C:19](=[CH:20][CH:21]=[C:22]([NH:25][C:26]([C:28]4[S:29][CH:30]=[CH:31][CH:32]=4)=[NH:27])[CH:23]=3)[NH:18][CH:17]=2)[CH2:11]1.